Dataset: Buchwald-Hartwig C-N cross coupling reaction yields with 55,370 reactions. Task: Predict the reaction yield, written as a fraction of the theoretical maximum amount of product (1.0 means a 100% yield; for example, 0.34 means a 34% yield). (1) The reactants are COc1ccc(Br)cc1.Cc1ccc(N)cc1.O=S(=O)(O[Pd]1c2ccccc2-c2ccccc2N~1)C(F)(F)F.CC(C)c1cc(C(C)C)c(-c2ccccc2P(C(C)(C)C)C(C)(C)C)c(C(C)C)c1.CN(C)C(=NC(C)(C)C)N(C)C.Cc1cc(-n2cccc2)no1. No catalyst specified. The product is COc1ccc(Nc2ccc(C)cc2)cc1. The yield is 0.392. (2) The reactants are Brc1cccnc1.Cc1ccc(N)cc1.O=S(=O)(O[Pd]1c2ccccc2-c2ccccc2N~1)C(F)(F)F.CC(C)c1cc(C(C)C)c(-c2ccccc2P(C2CCCCC2)C2CCCCC2)c(C(C)C)c1.CCN=P(N=P(N(C)C)(N(C)C)N(C)C)(N(C)C)N(C)C.c1ccc(-c2ccon2)cc1. No catalyst specified. The product is Cc1ccc(Nc2cccnc2)cc1. The yield is 0.160. (3) The reactants are FC(F)(F)c1ccc(Br)cc1.Cc1ccc(N)cc1.O=S(=O)(O[Pd]1c2ccccc2-c2ccccc2N~1)C(F)(F)F.COc1ccc(OC)c(P(C(C)(C)C)C(C)(C)C)c1-c1c(C(C)C)cc(C(C)C)cc1C(C)C.CN(C)C(=NC(C)(C)C)N(C)C.c1ccc(CN(Cc2ccccc2)c2ccon2)cc1. No catalyst specified. The product is Cc1ccc(Nc2ccc(C(F)(F)F)cc2)cc1. The yield is 0.368. (4) The product is CCc1ccc(Nc2ccc(C)cc2)cc1. No catalyst specified. The reactants are CCc1ccc(I)cc1.Cc1ccc(N)cc1.O=S(=O)(O[Pd]1c2ccccc2-c2ccccc2N~1)C(F)(F)F.CC(C)c1cc(C(C)C)c(-c2ccccc2P(C2CCCCC2)C2CCCCC2)c(C(C)C)c1.CN1CCCN2CCCN=C12.c1ccc(-c2cnoc2)cc1. The yield is 0.234. (5) The reactants are Clc1cccnc1.Cc1ccc(N)cc1.O=S(=O)(O[Pd]1c2ccccc2-c2ccccc2N~1)C(F)(F)F.CC(C)c1cc(C(C)C)c(-c2ccccc2P(C2CCCCC2)C2CCCCC2)c(C(C)C)c1.CN(C)C(=NC(C)(C)C)N(C)C.c1ccc2nocc2c1. The product is Cc1ccc(Nc2cccnc2)cc1. The yield is 0. No catalyst specified. (6) The reactants are CCc1ccc(Br)cc1.Cc1ccc(N)cc1.O=S(=O)(O[Pd]1c2ccccc2-c2ccccc2N~1)C(F)(F)F.CC(C)c1cc(C(C)C)c(-c2ccccc2P(C2CCCCC2)C2CCCCC2)c(C(C)C)c1.CCN=P(N=P(N(C)C)(N(C)C)N(C)C)(N(C)C)N(C)C.Cc1ccno1. No catalyst specified. The product is CCc1ccc(Nc2ccc(C)cc2)cc1. The yield is 0.140. (7) The reactants are Brc1cccnc1.Cc1ccc(N)cc1.O=S(=O)(O[Pd]1c2ccccc2-c2ccccc2N~1)C(F)(F)F.COc1ccc(OC)c(P(C(C)(C)C)C(C)(C)C)c1-c1c(C(C)C)cc(C(C)C)cc1C(C)C.CCN=P(N=P(N(C)C)(N(C)C)N(C)C)(N(C)C)N(C)C.CCOC(=O)c1cnoc1. No catalyst specified. The product is Cc1ccc(Nc2cccnc2)cc1. The yield is 0.0636.